This data is from Catalyst prediction with 721,799 reactions and 888 catalyst types from USPTO. The task is: Predict which catalyst facilitates the given reaction. (1) The catalyst class is: 6. Product: [Cl:1][C:2]1[C:11]2[C:6](=[CH:7][C:8]([F:13])=[CH:9][C:10]=2[F:12])[N:5]=[C:4]([C:14]2[CH:15]=[N:16][C:17]([N:26]3[CH2:27][CH2:28][N:23]([CH3:22])[CH2:24][CH2:25]3)=[CH:18][CH:19]=2)[C:3]=1[CH3:21]. Reactant: [Cl:1][C:2]1[C:11]2[C:6](=[CH:7][C:8]([F:13])=[CH:9][C:10]=2[F:12])[N:5]=[C:4]([C:14]2[CH:15]=[N:16][C:17](F)=[CH:18][CH:19]=2)[C:3]=1[CH3:21].[CH3:22][N:23]1[CH2:28][CH2:27][NH:26][CH2:25][CH2:24]1.C(=O)([O-])[O-].[K+].[K+]. (2) Reactant: [CH2:1]=[C:2]1[C:14](=[O:15])[C:13]2[C:12]3[C:7](=[CH:8][CH:9]=[CH:10][CH:11]=3)[N:6]([CH2:16][C:17]3[CH:26]=[CH:25][C:20]([C:21]([O:23][CH3:24])=[O:22])=[CH:19][CH:18]=3)[C:5]=2[CH2:4][CH2:3]1.[NH:27]1[CH2:31][CH2:30][CH2:29][CH2:28]1. Product: [O:15]=[C:14]1[C:13]2[C:12]3[C:7](=[CH:8][CH:9]=[CH:10][CH:11]=3)[N:6]([CH2:16][C:17]3[CH:18]=[CH:19][C:20]([C:21]([O:23][CH3:24])=[O:22])=[CH:25][CH:26]=3)[C:5]=2[CH2:4][CH2:3][CH:2]1[CH2:1][N:27]1[CH2:31][CH2:30][CH2:29][CH2:28]1. The catalyst class is: 11. (3) Reactant: CC(OC(/N=N/C(OC(C)C)=O)=O)C.[NH2:15][C:16]1[N:20]([C:21]2[CH:22]=[C:23]([OH:27])[CH:24]=[CH:25][CH:26]=2)[N:19]=[C:18]([C:28]([CH3:31])([CH3:30])[CH3:29])[CH:17]=1.[O:32]1[CH2:37][CH2:36][CH2:35][CH2:34][CH:33]1[O:38][CH2:39][CH2:40]O.C1C=CC(P(C2C=CC=CC=2)C2C=CC=CC=2)=CC=1. Product: [C:28]([C:18]1[CH:17]=[C:16]([NH2:15])[N:20]([C:21]2[CH:26]=[CH:25][CH:24]=[C:23]([O:27][CH2:40][CH2:39][O:38][CH:33]3[CH2:34][CH2:35][CH2:36][CH2:37][O:32]3)[CH:22]=2)[N:19]=1)([CH3:31])([CH3:30])[CH3:29]. The catalyst class is: 1. (4) Reactant: [CH3:1][O:2][C:3]1[CH:4]=[C:5]2[C:9](=[CH:10][CH:11]=1)[CH2:8][N:7]([C:12]1[N:17]=[C:16]([NH2:18])[CH:15]=[CH:14][N:13]=1)[CH2:6]2.Br[C:20]1[CH:25]=[CH:24][N:23]=[CH:22][CH:21]=1.C([O-])([O-])=O.[Cs+].[Cs+].CC(C1C=C(C(C)C)C(C2C=CC=CC=2P(C2CCCCC2)C2CCCCC2)=C(C(C)C)C=1)C. Product: [CH3:1][O:2][C:3]1[CH:4]=[C:5]2[C:9](=[CH:10][CH:11]=1)[CH2:8][N:7]([C:12]1[N:17]=[C:16]([NH:18][C:20]3[CH:25]=[CH:24][N:23]=[CH:22][CH:21]=3)[CH:15]=[CH:14][N:13]=1)[CH2:6]2. The catalyst class is: 62.